From a dataset of Retrosynthesis with 50K atom-mapped reactions and 10 reaction types from USPTO. Predict the reactants needed to synthesize the given product. Given the product CN(CCO)Cc1ccc(NC(=O)Oc2ccccc2)cn1, predict the reactants needed to synthesize it. The reactants are: CN(CCO)Cc1ccc(N)cn1.O=C(Cl)Oc1ccccc1.